Task: Predict which catalyst facilitates the given reaction.. Dataset: Catalyst prediction with 721,799 reactions and 888 catalyst types from USPTO (1) Reactant: [Br-].C1([C:8]([PH3+])([C:15]2[CH:20]=[CH:19]C=[CH:17][CH:16]=2)[C:9]2[CH:14]=[CH:13][CH:12]=CC=2)C=CC=CC=1.[Li]CCCC.[CH2:27]([C:29]1[CH:30]=[N:31][C:32]([N:35]2CCC([C@H]3C[C@H]3C=O)CC2)=[N:33][CH:34]=1)[CH3:28]. Product: [CH2:27]([C:29]1[CH:30]=[N:31][C:32]([N:35]2[CH2:17][CH2:16][CH:15]([C@H:8]3[CH2:9][C@H:14]3[CH:13]=[CH2:12])[CH2:20][CH2:19]2)=[N:33][CH:34]=1)[CH3:28]. The catalyst class is: 1. (2) Reactant: [C:1]([O:6][C:7]12[CH2:16][CH:11]3[CH2:12][CH:13]([CH2:15][C:9]([C:17](Cl)=[O:18])([CH2:10]3)[CH2:8]1)[CH2:14]2)(=[O:5])[C:2]([CH3:4])=[CH2:3].[F:20][C:21]([F:28])([S:24]([O-:27])(=[O:26])=[O:25])[CH2:22][OH:23].[C:29]1([S+:35]([C:42]2[CH:47]=[CH:46][CH:45]=[CH:44][CH:43]=2)[C:36]2[CH:41]=[CH:40][CH:39]=[CH:38][CH:37]=2)[CH:34]=[CH:33][CH:32]=[CH:31][CH:30]=1.C(N(CC)CC)C.Cl. Product: [F:20][C:21]([F:28])([S:24]([O-:27])(=[O:26])=[O:25])[CH2:22][O:23][C:17]([C:9]12[CH2:15][CH:13]3[CH2:12][CH:11]([CH2:16][C:7]([O:6][C:1](=[O:5])[C:2]([CH3:4])=[CH2:3])([CH2:14]3)[CH2:8]1)[CH2:10]2)=[O:18].[C:42]1([S+:35]([C:29]2[CH:30]=[CH:31][CH:32]=[CH:33][CH:34]=2)[C:36]2[CH:41]=[CH:40][CH:39]=[CH:38][CH:37]=2)[CH:43]=[CH:44][CH:45]=[CH:46][CH:47]=1. The catalyst class is: 2. (3) Product: [Cl:23][C:18]1[C:12]([C:13]([O:15][CH2:16][CH3:17])=[O:14])=[C:11]([CH:10]=[O:8])[N:21]=[C:20]([Cl:22])[CH:19]=1. The catalyst class is: 10. Reactant: C[N+]1([O-:8])CCCCC1.Br[CH2:10][C:11]1[N:21]=[C:20]([Cl:22])[CH:19]=[C:18]([Cl:23])[C:12]=1[C:13]([O:15][CH2:16][CH3:17])=[O:14]. (4) Reactant: [CH2:1]([O:3][C:4]([C:6]1[O:7][C:8]2[CH:15]=[CH:14][CH:13]=[C:12]([NH2:16])[C:9]=2[C:10]=1[CH3:11])=[O:5])[CH3:2].IC.[C:19](=O)([O-])[O-].[Na+].[Na+]. Product: [CH2:1]([O:3][C:4]([C:6]1[O:7][C:8]2[CH:15]=[CH:14][CH:13]=[C:12]([NH:16][CH3:19])[C:9]=2[C:10]=1[CH3:11])=[O:5])[CH3:2]. The catalyst class is: 8. (5) Reactant: [NH:1]1[CH2:4][CH:3]([N:5]2[C:9]([C:10]3[CH:15]=[C:14]([C:16]([F:19])([F:18])[F:17])[CH:13]=[CH:12][C:11]=3[C:20]3[CH:29]=[CH:28][CH:27]=[C:26]4[C:21]=3[CH:22]=[CH:23][C:24]([S:30]([NH:33][C:34]3[S:35][CH:36]=[CH:37][N:38]=3)(=[O:32])=[O:31])=[CH:25]4)=[CH:8][CH:7]=[N:6]2)[CH2:2]1.Cl[CH2:40]CCl.C=O.C(O[BH-](OC(=O)C)OC(=O)C)(=O)C.[Na+]. Product: [CH3:40][N:1]1[CH2:2][CH:3]([N:5]2[C:9]([C:10]3[CH:15]=[C:14]([C:16]([F:19])([F:17])[F:18])[CH:13]=[CH:12][C:11]=3[C:20]3[CH:29]=[CH:28][CH:27]=[C:26]4[C:21]=3[CH:22]=[CH:23][C:24]([S:30]([NH:33][C:34]3[S:35][CH:36]=[CH:37][N:38]=3)(=[O:31])=[O:32])=[CH:25]4)=[CH:8][CH:7]=[N:6]2)[CH2:4]1. The catalyst class is: 52. (6) Reactant: Cl.[CH3:2][C:3]1([CH3:9])[CH2:8][CH2:7][NH:6][CH2:5][CH2:4]1.C(=O)(O)[O-].[Na+].[Cl:15][CH2:16][C:17](Cl)=[O:18]. Product: [Cl:15][CH2:16][C:17]([N:6]1[CH2:7][CH2:8][C:3]([CH3:9])([CH3:2])[CH2:4][CH2:5]1)=[O:18]. The catalyst class is: 84.